Dataset: Forward reaction prediction with 1.9M reactions from USPTO patents (1976-2016). Task: Predict the product of the given reaction. (1) The product is: [CH3:1][O:2][C:3](=[O:20])[CH:4]([O:35][C:32]1[CH:31]=[CH:30][C:29]([C:26]2[CH:27]=[CH:28][C:23]([C:21]#[N:22])=[CH:24][CH:25]=2)=[CH:34][CH:33]=1)[CH2:5][CH2:6][CH2:7][CH2:8][CH2:9][CH2:10][CH2:11][CH2:12][CH2:13][CH2:14][CH2:15][CH2:16][CH2:17][CH3:18]. Given the reactants [CH3:1][O:2][C:3](=[O:20])[CH2:4][CH2:5][CH2:6][CH2:7][CH2:8][CH2:9][CH2:10][CH2:11][CH2:12][CH2:13][CH2:14][CH2:15][CH2:16][CH2:17][CH2:18]Br.[C:21]([C:23]1[CH:28]=[CH:27][C:26]([C:29]2[CH:34]=[CH:33][C:32]([OH:35])=[CH:31][CH:30]=2)=[CH:25][CH:24]=1)#[N:22].C([O-])([O-])=O.[K+].[K+].C([O-])(O)=O.[Na+], predict the reaction product. (2) Given the reactants C([Sn](CCCC)(CCCC)[C:6]([O:8]CC)=[CH2:7])CCC.Br[C:20]1[CH:25]=[CH:24][C:23]([OH:26])=[C:22]([C:27]([N:29]2[CH2:37][C:36]3[C:31](=[CH:32][CH:33]=[CH:34][CH:35]=3)[CH2:30]2)=[O:28])[CH:21]=1, predict the reaction product. The product is: [CH2:30]1[C:31]2[C:36](=[CH:35][CH:34]=[CH:33][CH:32]=2)[CH2:37][N:29]1[C:27]([C:22]1[CH:21]=[C:20]([C:6](=[O:8])[CH3:7])[CH:25]=[CH:24][C:23]=1[OH:26])=[O:28]. (3) Given the reactants [Mg].Br[C:3]1[CH:8]=[CH:7][C:6]([CH:9]2[O:14][CH2:13][CH2:12][CH2:11][O:10]2)=[CH:5][CH:4]=1.O1CCCOC1C1C=CC([Mg]Br)=CC=1.Cl[C:30]1[CH:35]=[CH:34][CH:33]=[CH:32][C:31]=1[C:36]1[N:37]=[N:38][N:39]([CH:41]2[CH2:46][CH2:45][CH2:44][CH2:43][O:42]2)[N:40]=1.ClC1C=CC=CC=1C1N(C2CCCCO2)N=NN=1, predict the reaction product. The product is: [N:37]#[N:38].[O:10]1[CH2:11][CH2:12][CH2:13][O:14][CH:9]1[C:6]1[CH:7]=[CH:8][C:3]([C:30]2[CH:35]=[CH:34][CH:33]=[CH:32][C:31]=2[C:36]2[N:37]=[N:38][N:39]([CH:41]3[CH2:46][CH2:45][CH2:44][CH2:43][O:42]3)[N:40]=2)=[CH:4][CH:5]=1.